From a dataset of Catalyst prediction with 721,799 reactions and 888 catalyst types from USPTO. Predict which catalyst facilitates the given reaction. (1) Reactant: C(OC(=O)[N:7]([CH2:40][CH3:41])[CH2:8][C:9]1[CH:10]=[N:11][CH:12]=[C:13]([C:16]2[CH:17]=[C:18]3[C:22](=[CH:23][CH:24]=2)[N:21](C2CCCCO2)[N:20]=[C:19]3[C:31]2[NH:35][C:34]3[CH2:36][CH2:37][CH2:38][CH2:39][C:33]=3[N:32]=2)[C:14]=1[CH3:15])(C)(C)C.C1(C)C(S(O)(=O)=O)=CC=CC=1.C(OCC)(=O)C. Product: [CH2:40]([NH:7][CH2:8][C:9]1[CH:10]=[N:11][CH:12]=[C:13]([C:16]2[CH:17]=[C:18]3[C:22](=[CH:23][CH:24]=2)[NH:21][N:20]=[C:19]3[C:31]2[NH:32][C:33]3[CH2:39][CH2:38][CH2:37][CH2:36][C:34]=3[N:35]=2)[C:14]=1[CH3:15])[CH3:41]. The catalyst class is: 212. (2) Reactant: [Cl:1][C:2]1[CH:3]=[C:4]([CH2:15][OH:16])[CH:5]=[N:6][C:7]=1[N:8]1[CH2:13][CH2:12][NH:11][C@H:10]([CH3:14])[CH2:9]1.Cl[C:18]1[NH:19][C:20]2[C:26]([NH:27][C:28](=[O:38])[C:29]3[CH:34]=[C:33]([F:35])[C:32]([F:36])=[C:31]([F:37])[CH:30]=3)=[CH:25][C:24]([C:39]([F:42])([F:41])[F:40])=[CH:23][C:21]=2[N:22]=1. Product: [Cl:1][C:2]1[C:7]([N:8]2[CH2:13][CH2:12][N:11]([C:18]3[NH:19][C:20]4[C:26]([NH:27][C:28](=[O:38])[C:29]5[CH:34]=[C:33]([F:35])[C:32]([F:36])=[C:31]([F:37])[CH:30]=5)=[CH:25][C:24]([C:39]([F:42])([F:40])[F:41])=[CH:23][C:21]=4[N:22]=3)[C@H:10]([CH3:14])[CH2:9]2)=[N:6][CH:5]=[C:4]([CH2:15][OH:16])[CH:3]=1. The catalyst class is: 14. (3) Reactant: [CH3:1][O:2][C:3]1[CH:4]=[C:5]([C:11]2[CH:12]=[CH:13][C:14]3[N:15]([C:17]([C:21]4[CH:26]=[CH:25][C:24](I)=[CH:23][CH:22]=4)=[C:18]([CH3:20])[N:19]=3)[N:16]=2)[CH:6]=[CH:7][C:8]=1[O:9][CH3:10].C([O-])([O-])=O.[K+].[K+].[NH:34]1[CH2:41][CH2:40][CH2:39][C@H:35]1[C:36](O)=[O:37]. Product: [CH3:1][O:2][C:3]1[CH:4]=[C:5]([C:11]2[CH:12]=[CH:13][C:14]3[N:15]([C:17]([C:21]4[CH:26]=[CH:25][C:24]([N:34]5[CH2:41][CH2:40][CH2:39][CH2:35][C:36]5=[O:37])=[CH:23][CH:22]=4)=[C:18]([CH3:20])[N:19]=3)[N:16]=2)[CH:6]=[CH:7][C:8]=1[O:9][CH3:10]. The catalyst class is: 156. (4) Reactant: [Cl:1][C:2]1[CH:10]=[C:9]2[C:5]([C@H:6]([C:12]3[CH:17]=[CH:16][CH:15]=[CH:14][CH:13]=3)[CH2:7][C@@H:8]2O)=[CH:4][CH:3]=1.S(Cl)([Cl:20])=O.O. Product: [Cl:20][C@@H:8]1[C:9]2[C:5](=[CH:4][CH:3]=[C:2]([Cl:1])[CH:10]=2)[C@H:6]([C:12]2[CH:17]=[CH:16][CH:15]=[CH:14][CH:13]=2)[CH2:7]1. The catalyst class is: 7. (5) Reactant: [Cl:1][C:2]1[CH:19]=[CH:18][C:5]([CH2:6][N:7]2[C:11]([C:12]#[C:13][Si](C)(C)C)=[CH:10][CH:9]=[N:8]2)=[CH:4][C:3]=1[F:20].C([O-])([O-])=O.[K+].[K+]. Product: [Cl:1][C:2]1[CH:19]=[CH:18][C:5]([CH2:6][N:7]2[C:11]([C:12]#[CH:13])=[CH:10][CH:9]=[N:8]2)=[CH:4][C:3]=1[F:20]. The catalyst class is: 5. (6) The catalyst class is: 20. Reactant: [CH3:1][C:2]1[N:3]([C:12]2[CH:17]=[CH:16][CH:15]=[CH:14][CH:13]=2)[C:4]([CH3:11])=[C:5]([C:7]([O:9]C)=[O:8])[N:6]=1.[Li+].[OH-].Cl. Product: [CH3:1][C:2]1[N:3]([C:12]2[CH:17]=[CH:16][CH:15]=[CH:14][CH:13]=2)[C:4]([CH3:11])=[C:5]([C:7]([OH:9])=[O:8])[N:6]=1. (7) Reactant: C([N:4]1[C:12]2[C:7](=[CH:8][C:9]([N+:13]([O-:15])=[O:14])=[CH:10][CH:11]=2)[C:6](=[C:16](Cl)[C:17]2[CH:22]=[CH:21][C:20]([O:23][CH3:24])=[CH:19][CH:18]=2)[C:5]1=[O:26])(=O)C.[CH3:27][N:28]([CH2:30][C:31]1[CH:37]=[CH:36][C:34]([NH2:35])=[CH:33][CH:32]=1)[CH3:29].[OH-].[Na+]. Product: [CH3:29][N:28]([CH2:30][C:31]1[CH:32]=[CH:33][C:34]([NH:35]/[C:16](=[C:6]2\[C:5](=[O:26])[NH:4][C:12]3[C:7]\2=[CH:8][C:9]([N+:13]([O-:15])=[O:14])=[CH:10][CH:11]=3)/[C:17]2[CH:22]=[CH:21][C:20]([O:23][CH3:24])=[CH:19][CH:18]=2)=[CH:36][CH:37]=1)[CH3:27]. The catalyst class is: 121. (8) Reactant: [CH2:1]([NH:3][CH2:4][CH3:5])[CH3:2].Cl[CH2:7][C:8]([OH:10])=[O:9]. Product: [CH2:1]([N:3]([CH2:7][C:8]([OH:10])=[O:9])[CH2:4][CH3:5])[CH3:2]. The catalyst class is: 237.